From a dataset of Catalyst prediction with 721,799 reactions and 888 catalyst types from USPTO. Predict which catalyst facilitates the given reaction. (1) Reactant: [NH:1]1[CH:5]=[CH:4][N:3]=[C:2]1[C:6]([CH3:10])([CH3:9])[CH2:7][OH:8].CC(OI1(OC(C)=O)(OC(C)=O)OC(=O)C2C=CC=CC1=2)=O. Product: [NH:1]1[CH:5]=[CH:4][N:3]=[C:2]1[C:6]([CH3:10])([CH3:9])[CH:7]=[O:8]. The catalyst class is: 1. (2) Reactant: [BH4-].[Na+].[CH3:3][C:4]1[C:12]([N+:13]([O-:15])=[O:14])=[CH:11][CH:10]=[CH:9][C:5]=1[C:6](O)=[O:7].CS(O)(=O)=O. Product: [CH3:3][C:4]1[C:12]([N+:13]([O-:15])=[O:14])=[CH:11][CH:10]=[CH:9][C:5]=1[CH2:6][OH:7]. The catalyst class is: 1. (3) Reactant: [Cl-].O[NH3+:3].[C:4](=[O:7])([O-])[OH:5].[Na+].[O:9]=[C:10]1[C:15]([CH2:16][C:17]2[CH:22]=[CH:21][C:20]([C:23]3[C:24]([C:29]#[N:30])=[CH:25][CH:26]=[CH:27][CH:28]=3)=[CH:19][CH:18]=2)=[C:14]([CH2:31][CH2:32][CH3:33])[N:13]2[N:34]=[CH:35][N:36]=[C:12]2[N:11]1[CH:37]1[CH2:42][CH2:41][N:40]([CH:43]2[CH2:48][CH2:47][O:46][CH2:45][CH2:44]2)[CH2:39][CH2:38]1. Product: [O:7]=[C:4]1[O:5][N:3]=[C:29]([C:24]2[CH:25]=[CH:26][CH:27]=[CH:28][C:23]=2[C:20]2[CH:19]=[CH:18][C:17]([CH2:16][C:15]3[C:10](=[O:9])[N:11]([CH:37]4[CH2:42][CH2:41][N:40]([CH:43]5[CH2:48][CH2:47][O:46][CH2:45][CH2:44]5)[CH2:39][CH2:38]4)[C:12]4[N:13]([N:34]=[CH:35][N:36]=4)[C:14]=3[CH2:31][CH2:32][CH3:33])=[CH:22][CH:21]=2)[NH:30]1. The catalyst class is: 148. (4) Product: [Cl:27][C:22]1[CH:23]=[CH:24][CH:25]=[CH:26][C:21]=1[N:20]1[CH:16]([C:12]2[CH:11]=[C:10]([C:7]3[CH:6]=[CH:5][C:4]([C:1]([OH:3])([CH3:38])[CH3:2])=[CH:9][CH:8]=3)[CH:15]=[CH:14][CH:13]=2)[CH2:17][C:18]([C:28]([C:34]([F:37])([F:36])[F:35])([C:30]([F:31])([F:32])[F:33])[OH:29])=[N:19]1. The catalyst class is: 7. Reactant: [C:1]([C:4]1[CH:9]=[CH:8][C:7]([C:10]2[CH:15]=[CH:14][CH:13]=[C:12]([CH:16]3[N:20]([C:21]4[CH:26]=[CH:25][CH:24]=[CH:23][C:22]=4[Cl:27])[N:19]=[C:18]([C:28]([C:34]([F:37])([F:36])[F:35])([C:30]([F:33])([F:32])[F:31])[OH:29])[CH2:17]3)[CH:11]=2)=[CH:6][CH:5]=1)(=[O:3])[CH3:2].[CH3:38][Mg]Cl. (5) Reactant: [CH3:1][N:2]1[CH:10]=[C:9]2[C:4]([CH:5]=[C:6]([NH:11][C:12]([C:14]3[CH:19]=[CH:18][CH:17]=[CH:16][C:15]=3[NH:20][CH2:21][C:22]3[CH:27]=[CH:26][N:25]=[C:24]([NH:28][C:29]([N:31]4[CH2:36][CH2:35][C:34](=[O:37])[CH2:33][CH2:32]4)=[O:30])[CH:23]=3)=[O:13])[CH:7]=[CH:8]2)=[N:3]1.[BH4-].[Na+]. Product: [CH3:1][N:2]1[CH:10]=[C:9]2[C:4]([CH:5]=[C:6]([NH:11][C:12]([C:14]3[CH:19]=[CH:18][CH:17]=[CH:16][C:15]=3[NH:20][CH2:21][C:22]3[CH:27]=[CH:26][N:25]=[C:24]([NH:28][C:29]([N:31]4[CH2:36][CH2:35][CH:34]([OH:37])[CH2:33][CH2:32]4)=[O:30])[CH:23]=3)=[O:13])[CH:7]=[CH:8]2)=[N:3]1. The catalyst class is: 14. (6) Reactant: [CH2:1]([O:3][C:4]([N:6]1[C:14]2[C:9](=[CH:10][C:11]([C:15]3[N:16]([CH3:24])[N:17]=[C:18]([C:20]([F:23])([F:22])[F:21])[CH:19]=3)=[CH:12][CH:13]=2)[CH:8]=[C:7]1OS(C(F)(F)F)(=O)=O)=[O:5])[CH3:2].[CH3:33][O:34][C:35]([C:37]1[CH:42]=[CH:41][C:40](B(O)O)=[C:39]([CH3:46])[CH:38]=1)=[O:36]. Product: [CH2:1]([O:3][C:4]([N:6]1[C:14]2[C:9](=[CH:10][C:11]([C:15]3[N:16]([CH3:24])[N:17]=[C:18]([C:20]([F:23])([F:21])[F:22])[CH:19]=3)=[CH:12][CH:13]=2)[CH:8]=[C:7]1[C:40]1[CH:41]=[CH:42][C:37]([C:35]([O:34][CH3:33])=[O:36])=[CH:38][C:39]=1[CH3:46])=[O:5])[CH3:2]. The catalyst class is: 12. (7) Reactant: C([O:4][CH2:5][C:6]1[C:7]([N:30]2[N:39]=[CH:38][C:37]3[C:32](=[C:33]([F:44])[CH:34]=[C:35]([C:40]([CH3:43])([CH3:42])[CH3:41])[CH:36]=3)[C:31]2=[O:45])=[N:8][CH:9]=[CH:10][C:11]=1[C:12]1[CH:17]=[C:16]([NH:18][C:19]2[CH:23]=[C:22]([CH:24]3[CH2:26][CH2:25]3)[N:21]([CH3:27])[N:20]=2)[C:15](=[O:28])[N:14]([CH3:29])[CH:13]=1)(=O)C.[OH-].[Li+]. Product: [C:40]([C:35]1[CH:36]=[C:37]2[C:32](=[C:33]([F:44])[CH:34]=1)[C:31](=[O:45])[N:30]([C:7]1[C:6]([CH2:5][OH:4])=[C:11]([C:12]3[CH:17]=[C:16]([NH:18][C:19]4[CH:23]=[C:22]([CH:24]5[CH2:26][CH2:25]5)[N:21]([CH3:27])[N:20]=4)[C:15](=[O:28])[N:14]([CH3:29])[CH:13]=3)[CH:10]=[CH:9][N:8]=1)[N:39]=[CH:38]2)([CH3:43])([CH3:41])[CH3:42]. The catalyst class is: 854. (8) Product: [Cl:27][C:25]1[CH:24]=[C:20]([C:21](=[O:22])[NH:30][CH2:31][C:32]2[C:37](=[O:38])[CH:36]=[C:35]([CH3:39])[NH:34][C:33]=2[CH3:40])[C:19]([CH3:28])=[C:18]([CH:26]=1)[O:17][CH:14]1[CH2:15][CH2:16][N:11]([C:9]([O:8][CH2:1][C:2]2[CH:7]=[CH:6][CH:5]=[CH:4][CH:3]=2)=[O:10])[CH2:12][CH2:13]1. Reactant: [CH2:1]([O:8][C:9]([N:11]1[CH2:16][CH2:15][CH:14]([O:17][C:18]2[C:19]([CH3:28])=[C:20]([CH:24]=[C:25]([Cl:27])[CH:26]=2)[C:21](O)=[O:22])[CH2:13][CH2:12]1)=[O:10])[C:2]1[CH:7]=[CH:6][CH:5]=[CH:4][CH:3]=1.Cl.[NH2:30][CH2:31][C:32]1[C:37](=[O:38])[CH:36]=[C:35]([CH3:39])[NH:34][C:33]=1[CH3:40].C(Cl)CCl.C1C=NC2N(O)N=NC=2C=1.CN1CCOCC1.C([O-])(O)=O.[Na+]. The catalyst class is: 145. (9) Reactant: C([O:3][C:4]([C:6]1[NH:7][CH:8]=[C:9]([C:11]2[CH:16]=[CH:15][CH:14]=[CH:13][CH:12]=2)[N:10]=1)=O)C.[H-].[Al+3].[Li+].[H-].[H-].[H-]. Product: [OH:3][CH2:4][C:6]1[NH:7][CH:8]=[C:9]([C:11]2[CH:12]=[CH:13][CH:14]=[CH:15][CH:16]=2)[N:10]=1. The catalyst class is: 7.